Dataset: Forward reaction prediction with 1.9M reactions from USPTO patents (1976-2016). Task: Predict the product of the given reaction. (1) The product is: [OH:1][CH:2]([CH2:29][CH2:30][CH3:31])[CH2:3][CH2:4][C:5]1[C:6]([F:28])=[C:7]([F:27])[C:8]([F:26])=[C:9]([C@H:11]2[CH2:12][CH2:13][C@H:14]([C@H:17]3[CH2:22][CH2:21][C@H:20]([CH2:23][CH2:24][CH3:25])[CH2:19][CH2:18]3)[CH2:15][CH2:16]2)[CH:10]=1. Given the reactants [OH:1][CH:2]([CH2:29][CH2:30][CH3:31])[C:3]#[C:4][C:5]1[C:6]([F:28])=[C:7]([F:27])[C:8]([F:26])=[C:9]([C@H:11]2[CH2:16][CH2:15][C@H:14]([C@H:17]3[CH2:22][CH2:21][C@H:20]([CH2:23][CH2:24][CH3:25])[CH2:19][CH2:18]3)[CH2:13][CH2:12]2)[CH:10]=1.[H][H], predict the reaction product. (2) Given the reactants C([O:3][C:4](=[O:35])[CH2:5][C:6]1[N:7]=[C:8]([NH:11][C:12](=[O:34])[CH:13]([C:22]2[CH:27]=[CH:26][C:25]([S:28]([CH:31]3[CH2:33][CH2:32]3)(=[O:30])=[O:29])=[CH:24][CH:23]=2)[O:14][C:15]2[CH:20]=[CH:19][C:18]([F:21])=[CH:17][CH:16]=2)[S:9][CH:10]=1)C.[Li+].[OH-].O.Cl, predict the reaction product. The product is: [CH:31]1([S:28]([C:25]2[CH:24]=[CH:23][C:22]([CH:13]([O:14][C:15]3[CH:16]=[CH:17][C:18]([F:21])=[CH:19][CH:20]=3)[C:12]([NH:11][C:8]3[S:9][CH:10]=[C:6]([CH2:5][C:4]([OH:35])=[O:3])[N:7]=3)=[O:34])=[CH:27][CH:26]=2)(=[O:30])=[O:29])[CH2:32][CH2:33]1. (3) Given the reactants C[O:2][C:3]([C:5]1[S:6][C:7]([C:24]2[CH:29]=[CH:28][CH:27]=[CH:26][CH:25]=2)=[CH:8][C:9]=1[N:10]([CH:21]1[CH2:23][CH2:22]1)[C:11](=[O:20])[C:12]1[CH:17]=[CH:16][C:15]([Cl:18])=[CH:14][C:13]=1[Cl:19])=[O:4].[Li+].[OH-], predict the reaction product. The product is: [CH:21]1([N:10]([C:11](=[O:20])[C:12]2[CH:17]=[CH:16][C:15]([Cl:18])=[CH:14][C:13]=2[Cl:19])[C:9]2[CH:8]=[C:7]([C:24]3[CH:29]=[CH:28][CH:27]=[CH:26][CH:25]=3)[S:6][C:5]=2[C:3]([OH:4])=[O:2])[CH2:23][CH2:22]1.